The task is: Predict which catalyst facilitates the given reaction.. This data is from Catalyst prediction with 721,799 reactions and 888 catalyst types from USPTO. (1) Reactant: [C:1]1([CH3:11])[CH:6]=[CH:5][C:4]([S:7](Cl)(=[O:9])=[O:8])=[CH:3][CH:2]=1.[OH:12][CH2:13][CH2:14][NH:15][C:16](=[O:22])[O:17][C:18]([CH3:21])([CH3:20])[CH3:19].C(N(CC)CC)C.[Cl-].C[NH+](C)C.CCCC(C)C. Product: [S:7]([C:4]1[CH:5]=[CH:6][C:1]([CH3:11])=[CH:2][CH:3]=1)([O:12][CH2:13][CH2:14][NH:15][C:16]([O:17][C:18]([CH3:21])([CH3:20])[CH3:19])=[O:22])(=[O:9])=[O:8]. The catalyst class is: 96. (2) Reactant: [CH3:1][O:2][C:3]1[CH:10]=[CH:9][C:6]([CH:7]=O)=[CH:5][CH:4]=1.[NH2:11][C:12]1[CH:13]=[C:14]([CH:22]=[CH:23][CH:24]=1)[C:15]([O:17][CH2:18][CH2:19][CH2:20][CH3:21])=[O:16].COC1C=CC(CNC2CCC2)=CC=1. Product: [CH3:1][O:2][C:3]1[CH:10]=[CH:9][C:6]([CH2:7][NH:11][C:12]2[CH:13]=[C:14]([CH:22]=[CH:23][CH:24]=2)[C:15]([O:17][CH2:18][CH2:19][CH2:20][CH3:21])=[O:16])=[CH:5][CH:4]=1. The catalyst class is: 5. (3) Reactant: [CH2:1]([O:8][C:9]([NH:11][C:12]1([CH2:15][N:16]([C:23]([O:25][C:26]([CH3:29])([CH3:28])[CH3:27])=[O:24])[CH2:17][C:18]([O:20][CH2:21][CH3:22])=[O:19])[CH2:14][CH2:13]1)=[O:10])[C:2]1[CH:7]=[CH:6][CH:5]=[CH:4][CH:3]=1.[H-].[Na+].I[CH2:33][CH3:34]. Product: [CH2:1]([O:8][C:9]([N:11]([CH2:33][CH3:34])[C:12]1([CH2:15][N:16]([C:23]([O:25][C:26]([CH3:28])([CH3:27])[CH3:29])=[O:24])[CH2:17][C:18]([O:20][CH2:21][CH3:22])=[O:19])[CH2:13][CH2:14]1)=[O:10])[C:2]1[CH:3]=[CH:4][CH:5]=[CH:6][CH:7]=1. The catalyst class is: 3. (4) Reactant: [Cl:1][C:2]1[CH:7]=[CH:6][C:5]([C:8]2[N:12]([CH3:13])[C:11]([C:14]([O:16]C)=[O:15])=[C:10]([C:18]3[CH:23]=[CH:22][C:21]([S:24](=[O:27])(=[O:26])[NH2:25])=[CH:20][CH:19]=3)[C:9]=2[CH3:28])=[CH:4][CH:3]=1.[OH-].[Na+]. Product: [Cl:1][C:2]1[CH:7]=[CH:6][C:5]([C:8]2[N:12]([CH3:13])[C:11]([C:14]([OH:16])=[O:15])=[C:10]([C:18]3[CH:23]=[CH:22][C:21]([S:24](=[O:27])(=[O:26])[NH2:25])=[CH:20][CH:19]=3)[C:9]=2[CH3:28])=[CH:4][CH:3]=1. The catalyst class is: 40. (5) Reactant: C(Cl)(=O)C(Cl)=O.CS(C)=O.[CH3:11][O:12][C:13]1[CH:14]=[C:15]([CH:23]=[CH:24][CH:25]=1)[CH2:16][N:17]1[CH2:21][CH2:20][CH:19]([OH:22])[CH2:18]1.C(N(CC)CC)C. The catalyst class is: 34. Product: [CH3:11][O:12][C:13]1[CH:14]=[C:15]([CH:23]=[CH:24][CH:25]=1)[CH2:16][N:17]1[CH2:21][CH2:20][C:19](=[O:22])[CH2:18]1. (6) Reactant: [NH2:1][C:2]1[C:11]2=[N:12][N:13]([CH2:21][CH2:22][CH3:23])[C:14]([CH2:15][C:16]([CH3:20])([CH3:19])[C:17]#[N:18])=[C:10]2[C:9]2[CH:8]=[CH:7][CH:6]=[CH:5][C:4]=2[N:3]=1.C([OH:26])C.[OH-].[NH4+].OO. Product: [NH2:1][C:2]1[C:11]2=[N:12][N:13]([CH2:21][CH2:22][CH3:23])[C:14]([CH2:15][C:16]([CH3:19])([CH3:20])[C:17]([NH2:18])=[O:26])=[C:10]2[C:9]2[CH:8]=[CH:7][CH:6]=[CH:5][C:4]=2[N:3]=1. The catalyst class is: 6. (7) Reactant: [F:1][C:2]1[CH:7]=[CH:6][CH:5]=[CH:4][C:3]=1[C:8]1[C:9]2[C:10]3[CH2:21][CH2:20][NH:19][CH2:18][CH2:17][C:11]=3[NH:12][C:13]=2[CH:14]=[CH:15][CH:16]=1.CC(C)=O.C(Cl)(Cl)Cl.[NH4+].[OH-]. Product: [F:1][C:2]1[CH:7]=[CH:6][CH:5]=[CH:4][C:3]=1[C:8]1[C:9]2[C@@H:10]3[CH2:21][CH2:20][NH:19][CH2:18][CH2:17][C@H:11]3[NH:12][C:13]=2[CH:14]=[CH:15][CH:16]=1. The catalyst class is: 1.